From a dataset of Forward reaction prediction with 1.9M reactions from USPTO patents (1976-2016). Predict the product of the given reaction. (1) Given the reactants [Li+].C[Si]([N-][Si](C)(C)C)(C)C.[NH2:11][C:12]1[CH:13]=[CH:14][C:15]([O:18][CH3:19])=[N:16][CH:17]=1.[Cl:20][C:21]1[CH:22]=[C:23]([C:28]2[N:33]=[C:32]([CH3:34])[N:31]=[C:30]([N:35]([CH2:45][C:46]3[CH:51]=[CH:50][C:49]([O:52][CH3:53])=[CH:48][CH:47]=3)[CH2:36][C:37]3[CH:42]=[CH:41][C:40]([O:43][CH3:44])=[CH:39][CH:38]=3)[N:29]=2)[C:24](F)=[N:25][CH:26]=1.Cl, predict the reaction product. The product is: [Cl:20][C:21]1[CH:22]=[C:23]([C:28]2[N:33]=[C:32]([CH3:34])[N:31]=[C:30]([N:35]([CH2:36][C:37]3[CH:38]=[CH:39][C:40]([O:43][CH3:44])=[CH:41][CH:42]=3)[CH2:45][C:46]3[CH:47]=[CH:48][C:49]([O:52][CH3:53])=[CH:50][CH:51]=3)[N:29]=2)[C:24]([NH:11][C:12]2[CH:17]=[N:16][C:15]([O:18][CH3:19])=[CH:14][CH:13]=2)=[N:25][CH:26]=1. (2) Given the reactants [C:1]([N:18]1[CH2:24][CH2:23][CH2:22][C@H:19]1[CH2:20][OH:21])([O:3][CH2:4][CH:5]1[C:17]2[C:12](=[CH:13][CH:14]=[CH:15][CH:16]=2)[C:11]2[C:6]1=[CH:7][CH:8]=[CH:9][CH:10]=2)=[O:2].NCCCC[OH:30].[OH:31]N1C2C=CC=CC=2N=N1.C1(N=C=NC2CCCCC2)CCCCC1, predict the reaction product. The product is: [C:1]([N-:18][OH:30])([O:3][CH2:4][CH:5]1[C:17]2[C:12](=[CH:13][CH:14]=[CH:15][CH:16]=2)[C:11]2[C:6]1=[CH:7][CH:8]=[CH:9][CH:10]=2)=[O:2].[NH:18]1[CH2:24][CH2:23][CH2:22][C@H:19]1[C:20]([OH:21])=[O:31]. (3) Given the reactants [NH2:1][C@@H:2]1[CH2:7][C:6]([CH2:8][N:9]2[CH2:14][CH2:13][CH:12]([C:15]([O:17]CC)=[O:16])[CH2:11][CH2:10]2)=[CH:5][CH2:4][C@H:3]1[C:20]1[CH:25]=[CH:24][C:23]([Cl:26])=[CH:22][C:21]=1[Cl:27].O1CCCC1.O.[Li+].[OH-].Cl, predict the reaction product. The product is: [NH2:1][C@@H:2]1[CH2:7][C:6]([CH2:8][N:9]2[CH2:14][CH2:13][CH:12]([C:15]([OH:17])=[O:16])[CH2:11][CH2:10]2)=[CH:5][CH2:4][C@H:3]1[C:20]1[CH:25]=[CH:24][C:23]([Cl:26])=[CH:22][C:21]=1[Cl:27]. (4) Given the reactants [CH3:1][N:2]1[CH:6]=[CH:5][N:4]=[CH:3]1.[Cl:7][CH2:8][CH2:9][OH:10], predict the reaction product. The product is: [Cl-:7].[OH:10][CH2:9][CH2:8][N+:4]1[CH:5]=[CH:6][N:2]([CH3:1])[CH:3]=1. (5) The product is: [N:1]1([CH2:7][CH2:8][CH2:9][O:10][C:11]2[S:19][C:14]3[CH2:15][NH:16][CH2:17][CH2:18][C:13]=3[CH:12]=2)[CH2:3][CH2:4][CH2:5][CH2:6]1. Given the reactants [N:1]1([CH2:7][CH2:8][CH2:9][O:10][C:11]2[S:19][C:14]3[CH2:15][NH:16][CH2:17][CH2:18][C:13]=3[CH:12]=2)[CH2:6][CH2:5][CH2:4][CH2:3]C1.C(N1CCC2=CC(=O)SC2C1)(C1C=CC=CC=1)(C1C=CC=CC=1)C1C=CC=CC=1, predict the reaction product. (6) Given the reactants [Br:1][C:2]1[C:7](=[O:8])[NH:6][CH:5]=[C:4]([C:9]([OH:11])=O)[CH:3]=1.CCN(CC)CC.[CH:19]1([NH2:22])[CH2:21][CH2:20]1, predict the reaction product. The product is: [Br:1][C:2]1[C:7](=[O:8])[NH:6][CH:5]=[C:4]([C:9]([NH:22][CH:19]2[CH2:21][CH2:20]2)=[O:11])[CH:3]=1. (7) The product is: [NH2:13][C:4]1[CH:3]=[C:2]([Br:1])[CH:7]=[CH:6][C:5]=1[N:8]([CH3:12])[CH2:9][CH2:10][OH:11]. Given the reactants [Br:1][C:2]1[CH:7]=[CH:6][C:5]([N:8]([CH3:12])[CH2:9][CH2:10][OH:11])=[C:4]([N:13]=O)[CH:3]=1.S(S([O-])=O)([O-])=O.[Na+].[Na+], predict the reaction product. (8) Given the reactants [NH:1]1[C:8](=[O:9])[CH2:7][C:5](=[O:6])[NH:4][C:2]1=[O:3].B(F)(F)F.[CH3:14]COCC, predict the reaction product. The product is: [OH:3][C:2]1[N:4]=[C:5]([OH:6])[CH:7]=[C:8]([O:9][CH3:14])[N:1]=1. (9) The product is: [CH2:11]([N:18]1[CH2:25][CH2:24][CH:23]2[CH2:27][CH:19]1[CH2:20][CH2:21][CH:22]2[OH:28])[C:12]1[CH:13]=[CH:14][CH:15]=[CH:16][CH:17]=1. Given the reactants [H-].C([Al+]CC(C)C)C(C)C.[CH2:11]([N:18]1[C:25](=O)[CH2:24][CH:23]2[CH2:27][CH:19]1[CH2:20][CH2:21][CH:22]2[O:28]C(=O)C)[C:12]1[CH:17]=[CH:16][CH:15]=[CH:14][CH:13]=1, predict the reaction product. (10) Given the reactants [Cl:1][C:2]1[C:3]2[CH:22]=[C:21]([Cl:23])[CH:20]=[CH:19][C:4]=2[N:5]([CH2:10][C:11]2[CH:16]=[CH:15][C:14]([O:17][CH3:18])=[CH:13][CH:12]=2)[C:6](=[O:9])[CH2:7][N:8]=1.CC(C)([O-])C.[K+].N1C2C=CC=CC=2C=CC=N1.[Cl:41][C:42]1[CH:49]=[C:48]([F:50])[CH:47]=[CH:46][C:43]=1[CH2:44]Br, predict the reaction product. The product is: [Cl:1][C:2]1[C:3]2[CH:22]=[C:21]([Cl:23])[CH:20]=[CH:19][C:4]=2[N:5]([CH2:10][C:11]2[CH:12]=[CH:13][C:14]([O:17][CH3:18])=[CH:15][CH:16]=2)[C:6](=[O:9])[CH:7]([CH2:44][C:43]2[CH:46]=[CH:47][C:48]([F:50])=[CH:49][C:42]=2[Cl:41])[N:8]=1.